Dataset: Forward reaction prediction with 1.9M reactions from USPTO patents (1976-2016). Task: Predict the product of the given reaction. (1) Given the reactants C(=O)([O-])[O-].[K+].[K+].[CH3:7][C:8]1[NH:9][C:10]2[C:15]([CH:16]=1)=[CH:14][C:13](B1OC(C)(C)C(C)(C)O1)=[CH:12][CH:11]=2.[OH:26][NH:27][C:28](=[O:45])[C@:29]([CH3:44])([S:40]([CH3:43])(=[O:42])=[O:41])[CH2:30][CH2:31][N:32]1[CH:37]=[CH:36][C:35](I)=[CH:34][C:33]1=[O:39].O, predict the reaction product. The product is: [OH:26][NH:27][C:28](=[O:45])[C@:29]([CH3:44])([S:40]([CH3:43])(=[O:42])=[O:41])[CH2:30][CH2:31][N:32]1[CH:37]=[CH:36][C:35]([C:13]2[CH:14]=[C:15]3[C:10](=[CH:11][CH:12]=2)[NH:9][C:8]([CH3:7])=[CH:16]3)=[CH:34][C:33]1=[O:39]. (2) Given the reactants C(NC(C)C)(C)C.C([Li])CCC.[N:13]1[CH:18]=[CH:17][C:16]([C:19](=[O:21])[CH3:20])=[CH:15][CH:14]=1.[C:22]([O:26][C:27]([N:29]1[CH2:34][CH2:33][CH:32]([CH2:35][CH:36]=[O:37])[CH2:31][CH2:30]1)=[O:28])([CH3:25])([CH3:24])[CH3:23], predict the reaction product. The product is: [C:22]([O:26][C:27]([N:29]1[CH2:34][CH2:33][CH:32]([CH2:35][CH:36]([OH:37])[CH2:20][C:19](=[O:21])[C:16]2[CH:17]=[CH:18][N:13]=[CH:14][CH:15]=2)[CH2:31][CH2:30]1)=[O:28])([CH3:25])([CH3:24])[CH3:23].